Predict the reactants needed to synthesize the given product. From a dataset of Full USPTO retrosynthesis dataset with 1.9M reactions from patents (1976-2016). (1) Given the product [Cl:8][C:9]1[C:10]([CH2:23][C:1]#[N:3])=[CH:11][C:12]2[C:17]([CH:18]=1)=[CH:16][CH:15]=[CH:14][C:13]=2[CH2:19][N:20]([CH3:22])[CH3:21], predict the reactants needed to synthesize it. The reactants are: [CH2:1]([N:3](CC)CC)C.[Cl:8][C:9]1[C:10]([CH2:23]O)=[CH:11][C:12]2[C:17]([CH:18]=1)=[CH:16][CH:15]=[CH:14][C:13]=2[CH2:19][N:20]([CH3:22])[CH3:21].CS(Cl)(=O)=O.[C-]#N.[K+]. (2) Given the product [CH3:39][S:40]([O:32][CH2:31][C:28]1[CH:29]=[CH:30][C:25]([NH:24][C:23](=[O:37])[C:21]2[CH:20]=[CH:19][C:18]([CH3:38])=[C:17]([NH:16][C:14]([C:11]3[C:7]4[N:8]=[CH:9][N:10]=[C:5]([NH:4][CH:1]5[CH2:3][CH2:2]5)[C:6]=4[S:13][CH:12]=3)=[O:15])[CH:22]=2)=[CH:26][C:27]=1[C:33]([F:35])([F:34])[F:36])(=[O:42])=[O:41], predict the reactants needed to synthesize it. The reactants are: [CH:1]1([NH:4][C:5]2[C:6]3[S:13][CH:12]=[C:11]([C:14]([NH:16][C:17]4[CH:22]=[C:21]([C:23](=[O:37])[NH:24][C:25]5[CH:30]=[CH:29][C:28]([CH2:31][OH:32])=[C:27]([C:33]([F:36])([F:35])[F:34])[CH:26]=5)[CH:20]=[CH:19][C:18]=4[CH3:38])=[O:15])[C:7]=3[N:8]=[CH:9][N:10]=2)[CH2:3][CH2:2]1.[CH3:39][S:40](Cl)(=[O:42])=[O:41]. (3) Given the product [CH2:1]([O:3][C:4]1[CH:12]=[C:11]2[C:7](=[CH:6][CH:5]=1)[CH2:8][C@H:9]([NH:14][C:15](=[O:20])[C:16]([F:18])([F:17])[F:19])[CH2:10]2)[CH3:2], predict the reactants needed to synthesize it. The reactants are: [CH2:1]([O:3][C:4]1[CH:12]=[C:11]2[C:7]([CH2:8][C@H:9]([NH:14][C:15](=[O:20])[C:16]([F:19])([F:18])[F:17])[C:10]2=O)=[CH:6][CH:5]=1)[CH3:2].C([SiH](CC)CC)C. (4) Given the product [C:16]([C:18]([C:19]([O:21][CH2:22][CH3:23])=[O:20])=[CH:1][CH:3]1[CH2:8][CH2:7][N:6]([C:9]([O:11][C:12]([CH3:15])([CH3:14])[CH3:13])=[O:10])[CH2:5][CH2:4]1)#[N:17], predict the reactants needed to synthesize it. The reactants are: [CH:1]([CH:3]1[CH2:8][CH2:7][N:6]([C:9]([O:11][C:12]([CH3:15])([CH3:14])[CH3:13])=[O:10])[CH2:5][CH2:4]1)=O.[C:16]([CH2:18][C:19]([O:21][CH2:22][CH3:23])=[O:20])#[N:17].C(O)(=O)C.C([O-])(=O)C.[NH4+]. (5) Given the product [ClH:3].[ClH:5].[Cl:5][C:6]1[CH:11]=[C:10]([Cl:12])[CH:9]=[CH:8][C:7]=1[N:13]1[C:17]([C:18]2[CH:36]=[CH:35][C:21]([O:22][CH2:23][CH2:24][NH:25][CH2:33][CH3:34])=[CH:20][CH:19]=2)=[C:16]([CH3:37])[C:15]([C:38]([NH:40][N:41]2[CH2:42][CH2:43][CH2:44][CH2:45][CH2:46]2)=[O:39])=[N:14]1, predict the reactants needed to synthesize it. The reactants are: S(Cl)([Cl:3])=O.[Cl:5][C:6]1[CH:11]=[C:10]([Cl:12])[CH:9]=[CH:8][C:7]=1[N:13]1[C:17]([C:18]2[CH:36]=[CH:35][C:21]([O:22][CH2:23][CH2:24][N:25]([CH2:33][CH3:34])C(=O)OC(C)(C)C)=[CH:20][CH:19]=2)=[C:16]([CH3:37])[C:15]([C:38]([NH:40][N:41]2[CH2:46][CH2:45][CH2:44][CH2:43][CH2:42]2)=[O:39])=[N:14]1. (6) Given the product [F:19][C:20]([F:33])([F:32])[S:21]([O:17][C:14]1[CH:15]=[CH:16][C:11]([C:7]([CH3:10])([CH3:8])[CH3:9])=[C:12]([Cl:18])[CH:13]=1)(=[O:23])=[O:22], predict the reactants needed to synthesize it. The reactants are: N1C=CC=CC=1.[C:7]([C:11]1[CH:16]=[CH:15][C:14]([OH:17])=[CH:13][C:12]=1[Cl:18])([CH3:10])([CH3:9])[CH3:8].[F:19][C:20]([F:33])([F:32])[S:21](O[S:21]([C:20]([F:33])([F:32])[F:19])(=[O:23])=[O:22])(=[O:23])=[O:22]. (7) Given the product [C:44]([O:48][C:49](=[O:60])[NH:50][CH2:51][C:52]([N:53]1[CH2:54][CH2:55][N:56]([C:23](=[O:25])[C:22]2[CH:26]=[C:27]([O:30][CH3:31])[CH:28]=[CH:29][C:21]=2[Br:20])[CH2:57][CH2:58]1)=[O:59])([CH3:47])([CH3:45])[CH3:46], predict the reactants needed to synthesize it. The reactants are: C1C=CC2N(O)N=NC=2C=1.CCN(C(C)C)C(C)C.[Br:20][C:21]1[CH:29]=[CH:28][C:27]([O:30][CH3:31])=[CH:26][C:22]=1[C:23]([OH:25])=O.CCN=C=NCCCN(C)C.Cl.[C:44]([O:48][C:49](=[O:60])[NH:50][CH2:51][C:52](=[O:59])[N:53]1[CH2:58][CH2:57][NH:56][CH2:55][CH2:54]1)([CH3:47])([CH3:46])[CH3:45]. (8) Given the product [CH2:1]([O:3][C:4](=[O:25])/[C:5](=[CH:10]/[C:11]1[CH:16]=[CH:15][C:14]([N:17]2[CH:21]=[C:20]([CH3:22])[N:19]=[CH:18]2)=[C:13]([O:23][CH3:24])[CH:12]=1)/[CH2:6][CH2:7][CH2:8][NH:26][C@@H:27]1[C:35]2[C:30](=[CH:31][CH:32]=[CH:33][CH:34]=2)[CH2:29][C@@H:28]1[OH:36])[CH3:2], predict the reactants needed to synthesize it. The reactants are: [CH2:1]([O:3][C:4](=[O:25])/[C:5](=[CH:10]/[C:11]1[CH:16]=[CH:15][C:14]([N:17]2[CH:21]=[C:20]([CH3:22])[N:19]=[CH:18]2)=[C:13]([O:23][CH3:24])[CH:12]=1)/[CH2:6][CH2:7][CH:8]=O)[CH3:2].[NH2:26][C@@H:27]1[C:35]2[C:30](=[CH:31][CH:32]=[CH:33][CH:34]=2)[CH2:29][C@@H:28]1[OH:36].C(O[BH-](OC(=O)C)OC(=O)C)(=O)C.[Na+].O.C(=O)(O)[O-].[Na+]. (9) Given the product [F:33][C:27]1[C:28]([F:32])=[CH:29][CH:30]=[CH:31][C:26]=1[CH2:25][N:17]1[C:18]2=[N:19][C:20]([CH3:24])=[CH:21][CH:22]=[C:23]2[C:15]([C:4]2[N:5]=[N:6][C:7]3[C:8]([CH3:13])([CH3:14])[C:9](=[O:11])[NH:34][C:2]=3[N:3]=2)=[N:16]1, predict the reactants needed to synthesize it. The reactants are: Cl[C:2]1[N:3]=[C:4]([C:15]2[C:23]3[C:18](=[N:19][C:20]([CH3:24])=[CH:21][CH:22]=3)[N:17]([CH2:25][C:26]3[CH:31]=[CH:30][CH:29]=[C:28]([F:32])[C:27]=3[F:33])[N:16]=2)[N:5]=[N:6][C:7]=1[C:8]([CH3:14])([CH3:13])[C:9]([O:11]C)=O.[NH3:34].